The task is: Predict the product of the given reaction.. This data is from Forward reaction prediction with 1.9M reactions from USPTO patents (1976-2016). (1) The product is: [Cl:7][C:8]1[N:16]=[C:15]2[C:11]([N:12]=[CH:13][N:14]2[CH:1]2[CH2:5][CH2:4][CH2:3][CH2:2]2)=[C:10]([Cl:17])[N:9]=1. Given the reactants [CH:1]1(O)[CH2:5][CH2:4][CH2:3][CH2:2]1.[Cl:7][C:8]1[N:16]=[C:15]2[C:11]([NH:12][CH:13]=[N:14]2)=[C:10]([Cl:17])[N:9]=1.C1(P(C2C=CC=CC=2)C2C=CC=CC=2)C=CC=CC=1.N(C(OCC)=O)=NC(OCC)=O, predict the reaction product. (2) Given the reactants Br[C:2]1[CH:7]=[CH:6][C:5]([C:8]([N:10]2[CH2:15][CH2:14][N:13]([C:16]3[C:21]([CH3:22])=[CH:20][C:19]([CH2:23][CH3:24])=[CH:18][N:17]=3)[CH2:12][CH2:11]2)=[O:9])=[C:4]([N:25]2[CH2:29][CH2:28][CH2:27][S:26]2(=[O:31])=[O:30])[CH:3]=1.[CH3:32][C@@H:33]1[O:37][C:36](=[O:38])[NH:35][CH2:34]1, predict the reaction product. The product is: [O:30]=[S:26]1(=[O:31])[CH2:27][CH2:28][CH2:29][N:25]1[C:4]1[CH:3]=[C:2]([N:35]2[CH2:34][C@H:33]([CH3:32])[O:37][C:36]2=[O:38])[CH:7]=[CH:6][C:5]=1[C:8]([N:10]1[CH2:15][CH2:14][N:13]([C:16]2[C:21]([CH3:22])=[CH:20][C:19]([CH2:23][CH3:24])=[CH:18][N:17]=2)[CH2:12][CH2:11]1)=[O:9]. (3) Given the reactants FC(F)(F)C(O)=O.[Cl:8][C:9]1[CH:10]=[C:11]([CH:15]2[C:19]([C:22]3[CH:27]=[CH:26][C:25]([Cl:28])=[CH:24][CH:23]=3)([C:20]#[N:21])[CH:18]([CH2:29][CH:30]([CH3:32])[CH3:31])[NH:17][CH:16]2[C:33]([OH:35])=O)[CH:12]=[CH:13][CH:14]=1.[NH2:36][CH2:37][CH2:38][CH2:39][OH:40].CN(C(ON1N=NC2C=CC=NC1=2)=[N+](C)C)C.F[P-](F)(F)(F)(F)F.CCN(C(C)C)C(C)C, predict the reaction product. The product is: [OH:40][CH2:39][CH2:38][CH2:37][NH:36][C:33]([CH:16]1[CH:15]([C:11]2[CH:12]=[CH:13][CH:14]=[C:9]([Cl:8])[CH:10]=2)[C:19]([C:22]2[CH:23]=[CH:24][C:25]([Cl:28])=[CH:26][CH:27]=2)([C:20]#[N:21])[CH:18]([CH2:29][CH:30]([CH3:31])[CH3:32])[NH:17]1)=[O:35]. (4) Given the reactants [NH2:1][C:2]1[CH:7]=[CH:6][C:5]([C:8]([F:11])([F:10])[F:9])=[CH:4][C:3]=1[C:12]#[N:13].C([O-])([O-])=O.[Na+].[Na+].Cl[C:21]([O:23][CH2:24][CH3:25])=[O:22], predict the reaction product. The product is: [C:12]([C:3]1[CH:4]=[C:5]([C:8]([F:9])([F:10])[F:11])[CH:6]=[CH:7][C:2]=1[NH:1][C:21](=[O:22])[O:23][CH2:24][CH3:25])#[N:13]. (5) Given the reactants [C:1]([C:3]1[CH:4]=[N:5][N:6]([CH2:8][CH2:9][C@@:10]([CH3:25])([S:21]([CH3:24])(=[O:23])=[O:22])[C:11]([NH:13][O:14]C2CCCCO2)=[O:12])[CH:7]=1)#[N:2].Cl, predict the reaction product. The product is: [C:1]([C:3]1[CH:4]=[N:5][N:6]([CH2:8][CH2:9][C@@:10]([CH3:25])([S:21]([CH3:24])(=[O:22])=[O:23])[C:11]([NH:13][OH:14])=[O:12])[CH:7]=1)#[N:2]. (6) Given the reactants [F:1][C:2]1[CH:7]=[CH:6][CH:5]=[CH:4][C:3]=1[C:8](O)([CH3:10])[CH3:9].C[Si]([N:16]=[N+]=[N-])(C)C.C(=O)([O-])O.[Na+], predict the reaction product. The product is: [F:1][C:2]1[CH:7]=[CH:6][CH:5]=[CH:4][C:3]=1[C:8]([NH2:16])([CH3:10])[CH3:9]. (7) Given the reactants COC[NH:4][C:5]([C:7]1[S:15][C:14]2[C:9](=[N:10][CH:11]=[CH:12][C:13]=2[Cl:16])[CH:8]=1)=[S:6].Cl, predict the reaction product. The product is: [Cl:16][C:13]1[CH:12]=[CH:11][N:10]=[C:9]2[CH:8]=[C:7]([C:5](=[S:6])[NH2:4])[S:15][C:14]=12.